From a dataset of Forward reaction prediction with 1.9M reactions from USPTO patents (1976-2016). Predict the product of the given reaction. (1) The product is: [ClH:38].[CH3:1][O:2][C:3]1[CH:8]=[CH:7][C:6]([CH3:9])=[CH:5][C:4]=1[NH:10][S:11]([C:14]1[CH:15]=[C:16]([CH2:23][N:25]2[CH2:30][CH2:29][NH:28][CH:27]([CH3:31])[CH2:26]2)[C:17]2[O:21][CH:20]=[CH:19][C:18]=2[CH:22]=1)(=[O:12])=[O:13]. Given the reactants [CH3:1][O:2][C:3]1[CH:8]=[CH:7][C:6]([CH3:9])=[CH:5][C:4]=1[NH:10][S:11]([C:14]1[CH:15]=[C:16]([C:23]([N:25]2[CH2:30][CH2:29][NH:28][CH:27]([CH3:31])[CH2:26]2)=O)[C:17]2[O:21][CH:20]=[CH:19][C:18]=2[CH:22]=1)(=[O:13])=[O:12].[H-].[H-].[H-].[H-].[Li+].[Al+3].[ClH:38], predict the reaction product. (2) Given the reactants Br[C:2]1[CH:3]=[C:4]([C:12]#[N:13])[C:5]2[C:10]([CH:11]=1)=[CH:9][CH:8]=[CH:7][CH:6]=2.[B:14](OC(C)C)([O:19]C(C)C)[O:15]C(C)C.C([Li])CCC.[Cl-].[NH4+], predict the reaction product. The product is: [C:12]([C:4]1[C:5]2[C:10](=[CH:9][CH:8]=[CH:7][CH:6]=2)[CH:11]=[C:2]([B:14]([OH:19])[OH:15])[CH:3]=1)#[N:13]. (3) Given the reactants [O:1]=[S:2]1(=[O:26])[C:7]2[CH:8]=[C:9]([O:12][C:13]3[CH:14]=[C:15]([C:19](=[N:21][OH:22])[NH2:20])[CH:16]=[CH:17][CH:18]=3)[CH:10]=[CH:11][C:6]=2[N:5]2[CH2:23][CH2:24][CH2:25][C:4]2=[N:3]1.N1C=CC=CC=1.[S:33](Cl)(Cl)=[O:34], predict the reaction product. The product is: [O:34]=[S:33]1[NH:20][C:19]([C:15]2[CH:14]=[C:13]([CH:18]=[CH:17][CH:16]=2)[O:12][C:9]2[CH:10]=[CH:11][C:6]3[N:5]4[CH2:23][CH2:24][CH2:25][C:4]4=[N:3][S:2](=[O:1])(=[O:26])[C:7]=3[CH:8]=2)=[N:21][O:22]1.